Dataset: Forward reaction prediction with 1.9M reactions from USPTO patents (1976-2016). Task: Predict the product of the given reaction. (1) Given the reactants [CH2:1]([O:5][C:6](=[O:21])[CH:7]=[CH:8][C:9]1[CH:14]=[C:13]([F:15])[C:12]([C:16]([F:19])([F:18])[F:17])=[C:11]([F:20])[CH:10]=1)[CH2:2][CH2:3][CH3:4].C, predict the reaction product. The product is: [CH2:1]([O:5][C:6](=[O:21])[CH2:7][CH2:8][C:9]1[CH:14]=[C:13]([F:15])[C:12]([C:16]([F:17])([F:18])[F:19])=[C:11]([F:20])[CH:10]=1)[CH2:2][CH2:3][CH3:4]. (2) Given the reactants [NH2:1][C:2]1[C:3]([Br:21])=[C:4]2[C:10](=[CH:11][CH:12]=1)[CH:9]1[CH2:13][CH2:14][CH:5]2[CH2:6][N:7]([C:15](=[O:20])[C:16]([F:19])([F:18])[F:17])[CH2:8]1.Cl[C:23]1[N:28]=[C:27]([NH:29][C:30]2[CH:39]=[CH:38][CH:37]=[CH:36][C:31]=2[C:32]([NH:34][CH3:35])=[O:33])[C:26]([Cl:40])=[CH:25][N:24]=1.Cl.O1CCOCC1, predict the reaction product. The product is: [Br:21][C:3]1[C:2]([NH:1][C:23]2[N:28]=[C:27]([NH:29][C:30]3[CH:39]=[CH:38][CH:37]=[CH:36][C:31]=3[C:32]([NH:34][CH3:35])=[O:33])[C:26]([Cl:40])=[CH:25][N:24]=2)=[CH:12][CH:11]=[C:10]2[C:4]=1[CH:5]1[CH2:14][CH2:13][CH:9]2[CH2:8][N:7]([C:15](=[O:20])[C:16]([F:19])([F:17])[F:18])[CH2:6]1. (3) Given the reactants N12CCCN=C1CC[CH2:4][CH2:3][CH2:2]2.[Cl:12][C:13]1[CH:14]=[C:15]([CH2:19][CH:20]([OH:39])/[CH:21]=[CH:22]/[C@H:23]2[CH2:28][CH2:27][CH2:26][C:25](=[O:29])[N:24]2[CH2:30][CH2:31][CH2:32][CH2:33][O:34][CH2:35][C:36]([OH:38])=[O:37])[CH:16]=[CH:17][CH:18]=1.IC(C)C, predict the reaction product. The product is: [CH:3]([O:37][C:36](=[O:38])[CH2:35][O:34][CH2:33][CH2:32][CH2:31][CH2:30][N:24]1[C:25](=[O:29])[CH2:26][CH2:27][CH2:28][C@@H:23]1/[CH:22]=[CH:21]/[CH:20]([OH:39])[CH2:19][C:15]1[CH:16]=[CH:17][CH:18]=[C:13]([Cl:12])[CH:14]=1)([CH3:4])[CH3:2]. (4) Given the reactants [CH3:1][C@:2]12[C:11](=O)[O:10][C:8](=[O:9])[C@@:7]1([CH3:13])[C@H:6]1[O:14][C@@H:3]2[CH2:4][CH2:5]1.[NH2:15]C1SC2C=C(C(O)=O)C=CC=2N=1.C1(C)C=CC=CC=1, predict the reaction product. The product is: [CH3:1][C@:2]12[C:11](=[O:10])[NH:15][C:8](=[O:9])[C@@:7]1([CH3:13])[C@H:6]1[O:14][C@@H:3]2[CH2:4][CH2:5]1.